This data is from Full USPTO retrosynthesis dataset with 1.9M reactions from patents (1976-2016). The task is: Predict the reactants needed to synthesize the given product. (1) Given the product [Cl:1][C:2]1[N:11]=[C:10]([NH:13][C:14]2[CH:19]=[N:18][C:17]([O:20][CH3:21])=[CH:16][CH:15]=2)[C:9]2[C:4](=[CH:5][CH:6]=[CH:7][CH:8]=2)[N:3]=1, predict the reactants needed to synthesize it. The reactants are: [Cl:1][C:2]1[N:11]=[C:10](Cl)[C:9]2[C:4](=[CH:5][CH:6]=[CH:7][CH:8]=2)[N:3]=1.[NH2:13][C:14]1[CH:15]=[CH:16][C:17]([O:20][CH3:21])=[N:18][CH:19]=1.C([O-])(=O)C.[Na+]. (2) Given the product [Cl:1][C:2]1[CH:7]=[C:6]([CH3:8])[CH:5]=[CH:4][C:3]=1[NH:9][C:10]1[N:15]2[N:16]=[CH:17][C:18]([S:19]([NH:22][C:38](=[O:41])[CH2:39][CH3:40])(=[O:21])=[O:20])=[C:14]2[N:13]=[CH:12][C:11]=1[C:23]([N:25]1[CH2:26][CH2:27][CH:28]([C:31]2[CH:32]=[CH:33][C:34]([F:37])=[CH:35][CH:36]=2)[CH2:29][CH2:30]1)=[O:24], predict the reactants needed to synthesize it. The reactants are: [Cl:1][C:2]1[CH:7]=[C:6]([CH3:8])[CH:5]=[CH:4][C:3]=1[NH:9][C:10]1[N:15]2[N:16]=[CH:17][C:18]([S:19]([NH2:22])(=[O:21])=[O:20])=[C:14]2[N:13]=[CH:12][C:11]=1[C:23]([N:25]1[CH2:30][CH2:29][CH:28]([C:31]2[CH:36]=[CH:35][C:34]([F:37])=[CH:33][CH:32]=2)[CH2:27][CH2:26]1)=[O:24].[C:38](O)(=[O:41])[CH2:39][CH3:40].